Dataset: Full USPTO retrosynthesis dataset with 1.9M reactions from patents (1976-2016). Task: Predict the reactants needed to synthesize the given product. (1) Given the product [CH3:20][O:19][C:16]1[CH:17]=[CH:18][C:8]2[CH:12]=[CH:11][O:10][C:9]=2[CH:15]=1, predict the reactants needed to synthesize it. The reactants are: C([O-])(=O)C.[Na+].C([C:8]1[CH:18]=[CH:17][C:16]([O:19][CH3:20])=[CH:15][C:9]=1[O:10][CH2:11][C:12](O)=O)=O.O. (2) Given the product [Cl:1][C:2]1[CH:3]=[C:4]([C:5]([NH:31][CH2:30][CH2:29][O:28][CH3:27])=[O:6])[CH:8]=[CH:9][C:10]=1[C:11]([NH:12][C:13]1[CH:18]=[CH:17][C:16]([Cl:19])=[C:15]([C:20]2[CH:25]=[CH:24][CH:23]=[CH:22][N:21]=2)[CH:14]=1)=[O:26], predict the reactants needed to synthesize it. The reactants are: [Cl:1][C:2]1[CH:3]=[C:4]([CH:8]=[CH:9][C:10]=1[C:11](=[O:26])[NH:12][C:13]1[CH:18]=[CH:17][C:16]([Cl:19])=[C:15]([C:20]2[CH:25]=[CH:24][CH:23]=[CH:22][N:21]=2)[CH:14]=1)[C:5](O)=[O:6].[CH3:27][O:28][CH2:29][CH2:30][NH2:31]. (3) The reactants are: [Cl:1][C:2]1[CH:7]=[C:6]([Cl:8])[CH:5]=[CH:4][C:3]=1[CH:9]([CH3:33])[C:10]([C:16]1[CH:17]=[C:18]2[C:22](=[CH:23][CH:24]=1)[N:21]([C:25]1[CH:30]=[CH:29][C:28]([O:31]C)=[CH:27][CH:26]=1)[N:20]=[CH:19]2)([OH:15])[C:11]([F:14])([F:13])[F:12].B(Br)(Br)Br. Given the product [Cl:1][C:2]1[CH:7]=[C:6]([Cl:8])[CH:5]=[CH:4][C:3]=1[CH:9]([CH3:33])[C:10]([C:16]1[CH:17]=[C:18]2[C:22](=[CH:23][CH:24]=1)[N:21]([C:25]1[CH:26]=[CH:27][C:28]([OH:31])=[CH:29][CH:30]=1)[N:20]=[CH:19]2)([OH:15])[C:11]([F:14])([F:13])[F:12], predict the reactants needed to synthesize it. (4) Given the product [CH3:59][C:25]1([CH3:24])[C:58]2[C:29]([CH:30]=[C:31]3[CH:48]=[C:47]4[C:34]([C:35]5[C:40]([C:41]6[C:46]4=[CH:45][CH:44]=[CH:43][CH:42]=6)=[CH:39][CH:38]=[CH:37][CH:36]=5)=[CH:33][C:32]3=2)=[CH:28][C:27]([C:2]2[CH:3]=[CH:4][C:5]([C:8]3[C:21]4[C:22]5=[C:23]6[C:18](=[CH:19][CH:20]=4)[CH:17]=[CH:16][CH:15]=[C:14]6[CH:13]=[CH:12][C:11]5=[CH:10][CH:9]=3)=[CH:6][CH:7]=2)=[CH:26]1, predict the reactants needed to synthesize it. The reactants are: Br[C:2]1[CH:7]=[CH:6][C:5]([C:8]2[C:21]3[C:22]4=[C:23]5[C:18](=[CH:19][CH:20]=3)[CH:17]=[CH:16][CH:15]=[C:14]5[CH:13]=[CH:12][C:11]4=[CH:10][CH:9]=2)=[CH:4][CH:3]=1.[CH3:24][C:25]1([CH3:59])[C:58]2[C:29]([CH:30]=[C:31]3[CH:48]=[C:47]4[C:34]([C:35]5[C:40]([C:41]6[C:46]4=[CH:45][C:44](B4OC(C)(C)C(C)(C)O4)=[CH:43][CH:42]=6)=[CH:39][CH:38]=[CH:37][CH:36]=5)=[CH:33][C:32]3=2)=[CH:28][CH:27]=[CH:26]1.C([O-])([O-])=O.[Na+].[Na+].CCO. (5) Given the product [F:19][C:20]1[CH:21]=[C:22]([C:26]2[CH:40]=[CH:39][C:29]([C:30]([NH:32][CH:33]3[CH2:34][CH2:35][N:36]([C:4]4[C:9]([O:10][CH3:11])=[CH:8][N:7]=[C:6]([C:12]5[CH:17]=[CH:16][CH:15]=[CH:14][N:43]=5)[N:5]=4)[CH2:37][CH2:38]3)=[O:31])=[CH:28][N:27]=2)[CH:23]=[CH:24][CH:25]=1, predict the reactants needed to synthesize it. The reactants are: [F-].[Cs+].Cl[C:4]1[C:9]([O:10][CH3:11])=[CH:8][N:7]=[C:6]([C:12]2[CH:17]=[CH:16][CH:15]=[CH:14]C=2)[N:5]=1.Cl.[F:19][C:20]1[CH:21]=[C:22]([C:26]2[CH:40]=[CH:39][C:29]([C:30]([NH:32][CH:33]3[CH2:38][CH2:37][NH:36][CH2:35][CH2:34]3)=[O:31])=[CH:28][N:27]=2)[CH:23]=[CH:24][CH:25]=1.C([N:43](CC)CC)C. (6) Given the product [Br:1][C:2]1[CH:7]=[CH:6][CH:5]=[CH:4][C:3]=1[S:8][CH:10]1[CH2:12][CH2:11]1, predict the reactants needed to synthesize it. The reactants are: [Br:1][C:2]1[CH:7]=[CH:6][CH:5]=[CH:4][C:3]=1[SH:8].Br[CH:10]1[CH2:12][CH2:11]1.C(=O)([O-])[O-].[K+].[K+].O.